From a dataset of Peptide-MHC class II binding affinity with 134,281 pairs from IEDB. Regression. Given a peptide amino acid sequence and an MHC pseudo amino acid sequence, predict their binding affinity value. This is MHC class II binding data. (1) The peptide sequence is RLEFDEFVTLAAKFI. The binding affinity (normalized) is 0.411. The MHC is HLA-DQA10501-DQB10201 with pseudo-sequence HLA-DQA10501-DQB10201. (2) The peptide sequence is KFVDSTVVASVTIID. The MHC is DRB4_0101 with pseudo-sequence DRB4_0103. The binding affinity (normalized) is 0.353. (3) The peptide sequence is SAGRSRRSRRAIDLP. The MHC is DRB3_0202 with pseudo-sequence DRB3_0202. The binding affinity (normalized) is 0. (4) The peptide sequence is EKKYFVATQFEPLAA. The MHC is DRB1_1602 with pseudo-sequence DRB1_1602. The binding affinity (normalized) is 0.696. (5) The peptide sequence is TLWQRPLVTIKIGGQLREAL. The MHC is DRB1_0405 with pseudo-sequence DRB1_0405. The binding affinity (normalized) is 0.203. (6) The peptide sequence is EKKYFAATQFECLAA. The MHC is DRB1_1001 with pseudo-sequence DRB1_1001. The binding affinity (normalized) is 0.600.